From a dataset of Reaction yield outcomes from USPTO patents with 853,638 reactions. Predict the reaction yield, written as a fraction of the theoretical maximum amount of product (1.0 means a 100% yield; for example, 0.34 means a 34% yield). (1) The reactants are [C:1]([O:5][C:6]([N:8]1[C@@H:12]([CH2:13][C:14]2[CH:19]=[CH:18][CH:17]=[CH:16][CH:15]=2)C(CCC#N)O[C:9]1([CH3:25])[CH3:24])=[O:7])([CH3:4])([CH3:3])[CH3:2].[OH-].[K+].C(O)(=O)C[C:30]([CH2:35][C:36]([OH:38])=O)([C:32]([OH:34])=[O:33])O. The catalyst is CO. The product is [C:1]([O:5][C:6]([N:8]1[C@@H:12]([CH2:13][C:14]2[CH:15]=[CH:16][CH:17]=[CH:18][CH:19]=2)[C@H:36]([CH2:35][CH2:30][C:32]([OH:34])=[O:33])[O:38][C:9]1([CH3:25])[CH3:24])=[O:7])([CH3:4])([CH3:2])[CH3:3]. The yield is 0.735. (2) The catalyst is CO.O1CCOCC1. The yield is 1.00. The product is [CH3:17][O:15][CH:11]([C:10]1[CH:13]=[CH:14][C:7]([C:5]2[O:6][C:2]([CH3:1])=[N:3][N:4]=2)=[CH:8][CH:9]=1)[C:23]([OH:24])=[O:21]. The reactants are [CH3:1][C:2]1[O:6][C:5]([C:7]2[CH:14]=[CH:13][C:10]([CH:11]=O)=[CH:9][CH:8]=2)=[N:4][N:3]=1.[OH-:15].[K+].[CH:17](Br)(Br)Br.[OH-:21].[K+].[CH3:23][OH:24]. (3) The reactants are Cl.CC([CH:6]1[CH2:11][N:10]([C:12]2[C:21]([F:22])=[CH:20][CH:19]=[C:18]3[C:13]=2[CH:14]=[CH:15][C:16]([CH3:23])=[N:17]3)[CH2:9][CH2:8][N:7]1C([O-])=O)(C)C. The catalyst is O1CCOCC1. The product is [F:22][C:21]1[C:12]([N:10]2[CH2:9][CH2:8][NH:7][CH2:6][CH2:11]2)=[C:13]2[C:18](=[CH:19][CH:20]=1)[N:17]=[C:16]([CH3:23])[CH:15]=[CH:14]2. The yield is 1.00.